The task is: Regression. Given a peptide amino acid sequence and an MHC pseudo amino acid sequence, predict their binding affinity value. This is MHC class I binding data.. This data is from Peptide-MHC class I binding affinity with 185,985 pairs from IEDB/IMGT. The binding affinity (normalized) is 0.470. The MHC is HLA-B15:02 with pseudo-sequence HLA-B15:02. The peptide sequence is SLSEPWRDF.